The task is: Predict the reactants needed to synthesize the given product.. This data is from Full USPTO retrosynthesis dataset with 1.9M reactions from patents (1976-2016). (1) The reactants are: [F:1][C:2]1[CH:10]=[C:9]2[C:5]([C:6]([CH:11]=[O:12])=[CH:7][NH:8]2)=[CH:4][CH:3]=1.[C:13](O[C:13]([O:15][C:16]([CH3:19])([CH3:18])[CH3:17])=[O:14])([O:15][C:16]([CH3:19])([CH3:18])[CH3:17])=[O:14]. Given the product [F:1][C:2]1[CH:10]=[C:9]2[C:5]([C:6]([CH:11]=[O:12])=[CH:7][N:8]2[C:13]([O:15][C:16]([CH3:19])([CH3:18])[CH3:17])=[O:14])=[CH:4][CH:3]=1, predict the reactants needed to synthesize it. (2) Given the product [Cl:17][C:18]1[CH:25]=[C:24]([Cl:26])[CH:23]=[CH:22][C:19]=1[CH:20]([C:16]1[C:10]2[C:11](=[N:12][CH:13]=[C:8]([O:1][C:2]3[CH:3]=[CH:4][CH:5]=[CH:6][CH:7]=3)[CH:9]=2)[NH:14][CH:15]=1)[OH:21], predict the reactants needed to synthesize it. The reactants are: [O:1]([C:8]1[CH:9]=[C:10]2[CH:16]=[CH:15][NH:14][C:11]2=[N:12][CH:13]=1)[C:2]1[CH:7]=[CH:6][CH:5]=[CH:4][CH:3]=1.[Cl:17][C:18]1[CH:25]=[C:24]([Cl:26])[CH:23]=[CH:22][C:19]=1[CH:20]=[O:21].[OH-].[K+]. (3) Given the product [C:13]([NH:21][C:22](=[S:23])[NH:1][CH2:2][CH2:3][CH2:4][NH:5][C:6](=[O:12])[O:7][C:8]([CH3:9])([CH3:11])[CH3:10])(=[O:20])[C:14]1[CH:19]=[CH:18][CH:17]=[CH:16][CH:15]=1, predict the reactants needed to synthesize it. The reactants are: [NH2:1][CH2:2][CH2:3][CH2:4][NH:5][C:6](=[O:12])[O:7][C:8]([CH3:11])([CH3:10])[CH3:9].[C:13]([N:21]=[C:22]=[S:23])(=[O:20])[C:14]1[CH:19]=[CH:18][CH:17]=[CH:16][CH:15]=1. (4) Given the product [CH3:1][C:2]1[CH:3]=[C:4]([C:8]2[CH:13]=[CH:12][C:11]([CH2:14][C@H:15]([NH:21][C:22]([C:24]3([CH2:29][C:30]([OH:32])=[O:31])[CH2:28][CH2:27][CH2:26][CH2:25]3)=[O:23])[C:16]3[NH:17][N:18]=[N:19][N:20]=3)=[CH:10][CH:9]=2)[CH:5]=[CH:6][CH:7]=1, predict the reactants needed to synthesize it. The reactants are: [CH3:1][C:2]1[CH:3]=[C:4]([C:8]2[CH:13]=[CH:12][C:11]([CH2:14][C@H:15]([NH:21][C:22]([C:24]3([CH2:29][C:30]([O:32]CC4C=CC=CC=4)=[O:31])[CH2:28][CH2:27][CH2:26][CH2:25]3)=[O:23])[C:16]3[NH:20][N:19]=[N:18][N:17]=3)=[CH:10][CH:9]=2)[CH:5]=[CH:6][CH:7]=1.